Dataset: CYP2D6 inhibition data for predicting drug metabolism from PubChem BioAssay. Task: Regression/Classification. Given a drug SMILES string, predict its absorption, distribution, metabolism, or excretion properties. Task type varies by dataset: regression for continuous measurements (e.g., permeability, clearance, half-life) or binary classification for categorical outcomes (e.g., BBB penetration, CYP inhibition). Dataset: cyp2d6_veith. (1) The drug is COc1ccc(OC)c([C@H](O)CNC(=O)CN)c1. The result is 0 (non-inhibitor). (2) The drug is Nc1nonc1-c1noc(CCCN2C(=O)c3ccccc3C2=O)n1. The result is 0 (non-inhibitor). (3) The drug is CCc1ccc(-n2c(=O)c3c(C)c(C(=O)N(C)C)sc3n(CC(=O)NCc3ccco3)c2=O)cc1. The result is 0 (non-inhibitor). (4) The molecule is O=[N+]([O-])c1ccc2nc(-c3ccccc3)n(OCc3ccc(Cl)cc3)c2c1. The result is 1 (inhibitor). (5) The drug is Clc1ccc2[nH]cc(-c3nnnn3-c3ccccc3)c2c1. The result is 1 (inhibitor). (6) The compound is CSc1nc(C)c(CCOC(=O)c2cccc(C)c2)c(=O)[nH]1. The result is 0 (non-inhibitor). (7) The result is 0 (non-inhibitor). The molecule is O=C(Nc1ccc2ncccc2c1)Nc1ccc2ncccc2c1. (8) The compound is C[C@@H](C(=O)NCCF)[C@H]1C[C@]1(C)[C@H](NC(=O)OCc1ccccc1)c1ccccc1. The result is 1 (inhibitor). (9) The compound is CC(=O)NN1C(=O)c2ccc(Oc3ccc([N+](=O)[O-])cc3)cc2C1=O. The result is 0 (non-inhibitor). (10) The compound is Cl.NCCCCCc1nnc(SCc2ccccc2Cl)o1. The result is 1 (inhibitor).